This data is from Forward reaction prediction with 1.9M reactions from USPTO patents (1976-2016). The task is: Predict the product of the given reaction. (1) Given the reactants Cl.[NH2:2][CH:3]1[CH2:7][CH2:6][N:5]([C:8]2[N:9]=[C:10]([NH:17][C:18]3[CH:23]=[CH:22][C:21]([O:24][CH3:25])=[C:20]([O:26][CH3:27])[CH:19]=3)[C:11]3[N:16]=[CH:15][S:14][C:12]=3[N:13]=2)[CH2:4]1.[O:28]=[C:29]1[NH:33][C:32]2[CH:34]=[CH:35][C:36]([C:38](O)=[O:39])=[CH:37][C:31]=2[NH:30]1.CCN=C=NCCCN(C)C.CN1C=CN=C1, predict the reaction product. The product is: [CH3:27][O:26][C:20]1[CH:19]=[C:18]([NH:17][C:10]2[C:11]3[N:16]=[CH:15][S:14][C:12]=3[N:13]=[C:8]([N:5]3[CH2:6][CH2:7][CH:3]([NH:2][C:38]([C:36]4[CH:35]=[CH:34][C:32]5[NH:33][C:29](=[O:28])[NH:30][C:31]=5[CH:37]=4)=[O:39])[CH2:4]3)[N:9]=2)[CH:23]=[CH:22][C:21]=1[O:24][CH3:25]. (2) Given the reactants [N:1]12[CH2:8][CH2:7][CH:4]([CH2:5][CH2:6]1)[C@@H:3]([O:9][C:10]([C:12]1([C:19]3[CH:24]=[CH:23][CH:22]=[CH:21][CH:20]=3)[CH2:18][CH2:17][CH2:16][CH2:15][CH2:14][CH2:13]1)=[O:11])[CH2:2]2.[Br:25][CH2:26][CH2:27][CH2:28][NH:29][C:30]([C:32]1[CH:37]=[CH:36][CH:35]=[CH:34][N:33]=1)=[O:31], predict the reaction product. The product is: [Br-:25].[C:19]1([C:12]2([C:10]([O:9][C@@H:3]3[CH:4]4[CH2:7][CH2:8][N+:1]([CH2:26][CH2:27][CH2:28][NH:29][C:30]([C:32]5[CH:37]=[CH:36][CH:35]=[CH:34][N:33]=5)=[O:31])([CH2:6][CH2:5]4)[CH2:2]3)=[O:11])[CH2:18][CH2:17][CH2:16][CH2:15][CH2:14][CH2:13]2)[CH:20]=[CH:21][CH:22]=[CH:23][CH:24]=1. (3) Given the reactants [Cl:1][C:2]1[CH:11]=[C:10]([C:12](=[O:22])[CH:13]=[CH:14][C:15]2[CH:20]=[CH:19][CH:18]=[C:17]([OH:21])[CH:16]=2)[CH:9]=[CH:8][C:3]=1[C:4]([O:6][CH3:7])=[O:5], predict the reaction product. The product is: [Cl:1][C:2]1[CH:11]=[C:10]([C:12](=[O:22])[CH2:13][CH2:14][C:15]2[CH:20]=[CH:19][CH:18]=[C:17]([OH:21])[CH:16]=2)[CH:9]=[CH:8][C:3]=1[C:4]([O:6][CH3:7])=[O:5].[Cl:1][C:2]1[CH:11]=[C:10]([CH:12]([OH:22])[CH2:13][CH2:14][C:15]2[CH:20]=[CH:19][CH:18]=[C:17]([OH:21])[CH:16]=2)[CH:9]=[CH:8][C:3]=1[C:4]([O:6][CH3:7])=[O:5]. (4) Given the reactants C(OC([N:8]1[CH2:12][CH2:11][CH:10]([N:13]([CH2:18][C:19]2[CH:24]=[CH:23][C:22]([Cl:25])=[CH:21][CH:20]=2)[CH2:14][CH:15]([CH3:17])[CH3:16])[CH2:9]1)=O)(C)(C)C.FC(F)(F)C(O)=O, predict the reaction product. The product is: [Cl:25][C:22]1[CH:23]=[CH:24][C:19]([CH2:18][N:13]([CH2:14][CH:15]([CH3:17])[CH3:16])[CH:10]2[CH2:11][CH2:12][NH:8][CH2:9]2)=[CH:20][CH:21]=1. (5) Given the reactants Cl.[N:2]1[CH:7]=[CH:6][CH:5]=[CH:4][C:3]=1[C:8]1([CH2:13][C:14]([NH2:16])=[NH:15])[CH2:12][CH2:11][CH2:10][CH2:9]1.[C:17]([O:21][C:22](=[O:37])/[C:23](/O)=[C:24](\[O:28][CH2:29][C:30]1[CH:35]=[CH:34][CH:33]=[CH:32][CH:31]=1)/[C:25](O)=[O:26])([CH3:20])([CH3:19])[CH3:18].C[O-].[Na+], predict the reaction product. The product is: [C:17]([O:21][C:22]([C:23]1[C:24]([O:28][CH2:29][C:30]2[CH:35]=[CH:34][CH:33]=[CH:32][CH:31]=2)=[C:25]([OH:26])[N:16]=[C:14]([CH2:13][C:8]2([C:3]3[CH:4]=[CH:5][CH:6]=[CH:7][N:2]=3)[CH2:12][CH2:11][CH2:10][CH2:9]2)[N:15]=1)=[O:37])([CH3:20])([CH3:18])[CH3:19].